Dataset: Forward reaction prediction with 1.9M reactions from USPTO patents (1976-2016). Task: Predict the product of the given reaction. Given the reactants Br[C:2]1[CH:3]=[C:4]([NH:9][C:10](=[O:15])[C:11]([CH3:14])([CH3:13])[CH3:12])[CH:5]=[CH:6][C:7]=1[F:8].[Li]CCCC.[CH3:21][O:22][C:23]1[CH:24]=[N:25][C:26]2[C:31]([N:32]=1)=[CH:30][C:29]([CH:33]=[O:34])=[CH:28][CH:27]=2, predict the reaction product. The product is: [F:8][C:7]1[CH:6]=[CH:5][C:4]([NH:9][C:10](=[O:15])[C:11]([CH3:14])([CH3:13])[CH3:12])=[CH:3][C:2]=1[CH:33]([OH:34])[C:29]1[CH:30]=[C:31]2[C:26](=[CH:27][CH:28]=1)[N:25]=[CH:24][C:23]([O:22][CH3:21])=[N:32]2.